The task is: Predict the reactants needed to synthesize the given product.. This data is from Full USPTO retrosynthesis dataset with 1.9M reactions from patents (1976-2016). (1) The reactants are: [C:1](Cl)(=[O:3])[CH3:2].[NH2:5][C:6]1[C:15]2[N:16]=[C:17]([CH2:30][O:31][CH2:32][CH3:33])[N:18]([CH2:19][C:20]([NH:23][C:24]([NH:26][CH:27]([CH3:29])[CH3:28])=[O:25])([CH3:22])[CH3:21])[C:14]=2[C:13]2[CH:12]=[CH:11][C:10]([O:34][CH2:35][CH2:36][CH2:37][CH2:38][CH2:39][CH2:40][NH2:41])=[CH:9][C:8]=2[N:7]=1.C(N(CC)CC)C. Given the product [NH2:5][C:6]1[C:15]2[N:16]=[C:17]([CH2:30][O:31][CH2:32][CH3:33])[N:18]([CH2:19][C:20]([NH:23][C:24]([NH:26][CH:27]([CH3:29])[CH3:28])=[O:25])([CH3:21])[CH3:22])[C:14]=2[C:13]2[CH:12]=[CH:11][C:10]([O:34][CH2:35][CH2:36][CH2:37][CH2:38][CH2:39][CH2:40][NH:41][C:1](=[O:3])[CH3:2])=[CH:9][C:8]=2[N:7]=1, predict the reactants needed to synthesize it. (2) Given the product [C:1]([C:4]1[C:5]([O:20][CH3:21])=[C:6]([CH:12]2[CH2:13][NH:14][C:15](=[O:18])[CH2:16][O:19]2)[C:7]([CH3:11])=[C:8]([Cl:10])[CH:9]=1)(=[O:3])[CH3:2], predict the reactants needed to synthesize it. The reactants are: [C:1]([C:4]1[C:5]([O:20][CH3:21])=[C:6]([CH:12]([OH:19])[CH2:13][NH:14][C:15](=[O:18])[CH2:16]Cl)[C:7]([CH3:11])=[C:8]([Cl:10])[CH:9]=1)(=[O:3])[CH3:2].[H-].[Na+]. (3) Given the product [O:14]=[C:12]([CH3:13])[CH2:11][CH:10]([S:26][CH2:27][C:28]([O:30][CH3:31])=[O:29])[CH:3]1[C:4]([CH3:8])([CH3:9])[CH2:5][CH2:6][CH:7]=[C:2]1[CH3:1], predict the reactants needed to synthesize it. The reactants are: [CH3:1][C:2]1[CH:3](/[CH:10]=[CH:11]/[C:12](=[O:14])[CH3:13])[C:4]([CH3:9])([CH3:8])[CH2:5][CH2:6][CH:7]=1.N12CCCN=C1CCCCC2.[SH:26][CH2:27][C:28]([O:30][CH3:31])=[O:29]. (4) Given the product [Cl:1][C:2]1[CH:10]=[C:9]2[C:5]([C:6]([C:11](=[O:16])[C:12]([F:13])([F:14])[F:15])=[CH:7][N:8]2[CH2:23][C:22]([N:20]([CH3:21])[CH3:19])=[O:30])=[CH:4][CH:3]=1, predict the reactants needed to synthesize it. The reactants are: [Cl:1][C:2]1[CH:10]=[C:9]2[C:5]([C:6]([C:11](=[O:16])[C:12]([F:15])([F:14])[F:13])=[CH:7][NH:8]2)=[CH:4][CH:3]=1.[H-].[Na+].[CH3:19][N:20]([CH2:22][C:23](Cl)=O)[CH3:21].CN(C=[O:30])C. (5) Given the product [CH3:14][C:10]1[CH:11]=[CH:12][C:13]2[N:5]3[CH2:4][CH2:3][CH2:2][N:1]=[C:6]3[C:7](=[O:19])[C:8]=2[CH:9]=1, predict the reactants needed to synthesize it. The reactants are: [NH2:1][CH2:2][CH2:3][CH2:4][N:5]1[C:13]2[C:8](=[CH:9][C:10]([CH3:14])=[CH:11][CH:12]=2)[C:7]2([O:19]CCCO2)[C:6]1=O.N. (6) The reactants are: [N:7]1([N:7]2[CH2:12][CH2:11][CH2:10][CH2:9][CH2:8]2)[CH2:12][CH2:11][CH2:10][CH2:9][CH2:8]1.Cl[C:14]1[C:27]2[C:26](=[O:28])[C:25]3[C:20](=[CH:21][CH:22]=[CH:23][CH:24]=3)[C:19](=[O:29])[C:18]=2[CH:17]=[CH:16][CH:15]=1. Given the product [NH:7]1[CH2:12][CH2:11][CH:10]([CH:10]2[CH2:9][CH2:8][N:7]([C:14]3[C:27]4[C:26](=[O:28])[C:25]5[C:20](=[CH:21][CH:22]=[CH:23][CH:24]=5)[C:19](=[O:29])[C:18]=4[CH:17]=[CH:16][CH:15]=3)[CH2:12][CH2:11]2)[CH2:9][CH2:8]1, predict the reactants needed to synthesize it. (7) The reactants are: [C:9](O[C:9]([O:11][C:12]([CH3:15])([CH3:14])[CH3:13])=[O:10])([O:11][C:12]([CH3:15])([CH3:14])[CH3:13])=[O:10].[CH2:16]([NH:18][CH2:19][CH2:20][OH:21])[CH3:17].C(N(CC)CC)C. Given the product [C:12]([O:11][C:9](=[O:10])[N:18]([CH2:16][CH3:17])[CH2:19][CH2:20][OH:21])([CH3:13])([CH3:14])[CH3:15], predict the reactants needed to synthesize it.